From a dataset of NCI-60 drug combinations with 297,098 pairs across 59 cell lines. Regression. Given two drug SMILES strings and cell line genomic features, predict the synergy score measuring deviation from expected non-interaction effect. (1) Drug 1: C1=NC2=C(N1)C(=S)N=C(N2)N. Drug 2: CCC1(C2=C(COC1=O)C(=O)N3CC4=CC5=C(C=CC(=C5CN(C)C)O)N=C4C3=C2)O.Cl. Cell line: NCI-H322M. Synergy scores: CSS=34.7, Synergy_ZIP=-4.67, Synergy_Bliss=3.17, Synergy_Loewe=2.64, Synergy_HSA=2.69. (2) Drug 1: C1=CC(=CC=C1CCCC(=O)O)N(CCCl)CCCl. Drug 2: N.N.Cl[Pt+2]Cl. Cell line: SF-268. Synergy scores: CSS=36.6, Synergy_ZIP=1.44, Synergy_Bliss=-1.31, Synergy_Loewe=-6.50, Synergy_HSA=-5.63. (3) Drug 1: C1CCN(CC1)CCOC2=CC=C(C=C2)C(=O)C3=C(SC4=C3C=CC(=C4)O)C5=CC=C(C=C5)O. Drug 2: CC1=CC2C(CCC3(C2CCC3(C(=O)C)OC(=O)C)C)C4(C1=CC(=O)CC4)C. Cell line: SK-MEL-28. Synergy scores: CSS=-7.05, Synergy_ZIP=5.19, Synergy_Bliss=0.388, Synergy_Loewe=-11.2, Synergy_HSA=-9.64. (4) Drug 1: COC1=C2C(=CC3=C1OC=C3)C=CC(=O)O2. Drug 2: CC1C(C(CC(O1)OC2CC(CC3=C2C(=C4C(=C3O)C(=O)C5=CC=CC=C5C4=O)O)(C(=O)C)O)N)O. Cell line: CCRF-CEM. Synergy scores: CSS=37.8, Synergy_ZIP=-1.61, Synergy_Bliss=-2.65, Synergy_Loewe=-8.00, Synergy_HSA=-0.445.